Dataset: Catalyst prediction with 721,799 reactions and 888 catalyst types from USPTO. Task: Predict which catalyst facilitates the given reaction. (1) The catalyst class is: 5. Product: [OH:27][N:26]=[C:5]1[CH2:4][C:3]([C@@H:2]([C:19]2[CH:24]=[CH:23][CH:22]=[CH:21][N:20]=2)[OH:1])([C:8]2[CH:9]=[CH:10][C:11]([O:14][C:15]([F:16])([F:17])[F:18])=[CH:12][CH:13]=2)[CH2:6]1. Reactant: [OH:1][C@H:2]([C:19]1[CH:24]=[CH:23][CH:22]=[CH:21][N:20]=1)[C:3]1([C:8]2[CH:13]=[CH:12][C:11]([O:14][C:15]([F:18])([F:17])[F:16])=[CH:10][CH:9]=2)[CH2:6][C:5](=O)[CH2:4]1.Cl.[NH2:26][OH:27].CN1CCOCC1. (2) Reactant: [C:1]([C:5]1[CH:10]=[CH:9][C:8]([N:11]2[CH2:16][CH2:15][C:14]([OH:17])=[C:13]([C:18]#[N:19])[C:12]2=[O:20])=[CH:7][CH:6]=1)([CH3:4])([CH3:3])[CH3:2].[CH3:21][Si](C=[N+]=[N-])(C)C.CCOCC.CO. Product: [C:1]([C:5]1[CH:6]=[CH:7][C:8]([N:11]2[CH2:16][CH2:15][C:14]([O:17][CH3:21])=[C:13]([C:18]#[N:19])[C:12]2=[O:20])=[CH:9][CH:10]=1)([CH3:4])([CH3:2])[CH3:3]. The catalyst class is: 477. (3) Reactant: [CH3:1][S:2]([N:5]([CH2:12][C@@H:13]1[N:18]([C:19]2[N:24]=[CH:23][C:22]([C:25]([OH:34])([C:30]([F:33])([F:32])[F:31])[C:26]([F:29])([F:28])[F:27])=[CH:21][N:20]=2)[CH2:17][CH2:16][N:15](C(OC(C)(C)C)=O)[CH2:14]1)[C:6]1[CH:11]=[CH:10][CH:9]=[CH:8][CH:7]=1)(=[O:4])=[O:3].C(O)(C(F)(F)F)=O.C(N(CC)CC)C.[N+:56]([C:59]1[S:63][C:62]([S:64](Cl)(=[O:66])=[O:65])=[CH:61][CH:60]=1)([O-:58])=[O:57]. Product: [N+:56]([C:59]1[S:63][C:62]([S:64]([N:15]2[CH2:16][CH2:17][N:18]([C:19]3[N:24]=[CH:23][C:22]([C:25]([OH:34])([C:30]([F:33])([F:32])[F:31])[C:26]([F:28])([F:29])[F:27])=[CH:21][N:20]=3)[C@@H:13]([CH2:12][N:5]([C:6]3[CH:7]=[CH:8][CH:9]=[CH:10][CH:11]=3)[S:2]([CH3:1])(=[O:3])=[O:4])[CH2:14]2)(=[O:66])=[O:65])=[CH:61][CH:60]=1)([O-:58])=[O:57]. The catalyst class is: 2. (4) Reactant: C(N(CC)CC)C.[CH:8]1([CH2:12][N:13]2[C:27]3[C:22](=[CH:23][CH:24]=[CH:25][CH:26]=3)[C:15]([CH2:16][C@H:17]([C:19]([OH:21])=[O:20])[NH2:18])=[CH:14]2)[CH2:11][CH2:10][CH2:9]1.[CH2:28]([O:32][C:33]1[CH:38]=[CH:37][C:36]([S:39](Cl)(=[O:41])=[O:40])=[CH:35][CH:34]=1)[C:29]#[C:30][CH3:31]. Product: [CH2:28]([O:32][C:33]1[CH:38]=[CH:37][C:36]([S:39]([NH:18][CH:17]([CH2:16][C:15]2[C:22]3[C:27](=[CH:26][CH:25]=[CH:24][CH:23]=3)[N:13]([CH2:12][CH:8]3[CH2:11][CH2:10][CH2:9]3)[CH:14]=2)[C:19]([OH:21])=[O:20])(=[O:41])=[O:40])=[CH:35][CH:34]=1)[C:29]#[C:30][CH3:31]. The catalyst class is: 127. (5) Reactant: [Cl:1][C:2]1[NH:3][CH:4]=[CH:5][N:6]=1.[Cl:7][C:8]1[CH:13]=[C:12](Cl)[N:11]=[CH:10][N:9]=1.CCN(C(C)C)C(C)C. Product: [Cl:7][C:8]1[CH:13]=[C:12]([N:3]2[CH:4]=[CH:5][N:6]=[C:2]2[Cl:1])[N:11]=[CH:10][N:9]=1. The catalyst class is: 51. (6) The catalyst class is: 71. Product: [CH3:24][O:25][C:26](=[O:34])[C:27]1[CH:32]=[CH:31][C:30]([NH:33][C:2]2[C:11]3=[N:12][NH:13][CH:14]=[C:10]3[C:9]3[CH:8]=[CH:7][CH:6]=[CH:5][C:4]=3[N:3]=2)=[CH:29][CH:28]=1. Reactant: Cl[C:2]1[C:11]2=[N:12][N:13](CC3C=CC(OC)=CC=3)[CH:14]=[C:10]2[C:9]2[CH:8]=[CH:7][CH:6]=[CH:5][C:4]=2[N:3]=1.[CH3:24][O:25][C:26](=[O:34])[C:27]1[CH:32]=[CH:31][C:30]([NH2:33])=[CH:29][CH:28]=1.Cl.